This data is from Catalyst prediction with 721,799 reactions and 888 catalyst types from USPTO. The task is: Predict which catalyst facilitates the given reaction. (1) Reactant: [C:1](=[N:14][C:15]1[C:20]([F:21])=[C:19]([CH2:22][O:23][Si](C(C)(C)C)(C)C)[CH:18]=[CH:17][N:16]=1)([C:8]1[CH:13]=[CH:12][CH:11]=[CH:10][CH:9]=1)[C:2]1[CH:7]=[CH:6][CH:5]=[CH:4][CH:3]=1.[F-].C([N+](CCCC)(CCCC)CCCC)CCC. Product: [C:1](=[N:14][C:15]1[C:20]([F:21])=[C:19]([CH2:22][OH:23])[CH:18]=[CH:17][N:16]=1)([C:2]1[CH:7]=[CH:6][CH:5]=[CH:4][CH:3]=1)[C:8]1[CH:9]=[CH:10][CH:11]=[CH:12][CH:13]=1. The catalyst class is: 13. (2) Reactant: CS(O[CH2:6][C:7]1[CH:12]=[CH:11][C:10]([CH2:13][CH2:14][NH:15][C:16]([C:18]2[CH:23]=[CH:22][C:21]([C:24]3[CH:29]=[CH:28][C:27]([Cl:30])=[CH:26][CH:25]=3)=[CH:20][CH:19]=2)=[O:17])=[CH:9][CH:8]=1)(=O)=O.[CH3:31][NH:32][CH2:33][CH2:34][OH:35]. Product: [OH:35][CH2:34][CH2:33][N:32]([CH2:6][C:7]1[CH:8]=[CH:9][C:10]([CH2:13][CH2:14][NH:15][C:16]([C:18]2[CH:23]=[CH:22][C:21]([C:24]3[CH:25]=[CH:26][C:27]([Cl:30])=[CH:28][CH:29]=3)=[CH:20][CH:19]=2)=[O:17])=[CH:11][CH:12]=1)[CH3:31]. The catalyst class is: 66. (3) Reactant: Br[C:2]1[N:6]2[CH:7]=[CH:8][C:9]([C:11]3[CH:16]=[CH:15][CH:14]=[CH:13][CH:12]=3)=[CH:10][C:5]2=[N:4][CH:3]=1.[S:17]1[CH:21]=[CH:20][N:19]=[CH:18]1.CC([O-])=O.[K+].CN(C)C(=O)C. Product: [C:11]1([C:9]2[CH:8]=[CH:7][N:6]3[C:2]([C:21]4[S:17][CH:18]=[N:19][CH:20]=4)=[CH:3][N:4]=[C:5]3[CH:10]=2)[CH:16]=[CH:15][CH:14]=[CH:13][CH:12]=1. The catalyst class is: 257.